This data is from Catalyst prediction with 721,799 reactions and 888 catalyst types from USPTO. The task is: Predict which catalyst facilitates the given reaction. (1) Reactant: [NH:1]1[CH2:6][CH2:5][CH2:4][CH2:3][C@@H:2]1[C:7]([OH:9])=[O:8].[C:10](O[C:10]([O:12][C:13]([CH3:16])([CH3:15])[CH3:14])=[O:11])([O:12][C:13]([CH3:16])([CH3:15])[CH3:14])=[O:11].C(N(CC)CC)C. Product: [C:13]([O:12][C:10]([N:1]1[CH2:6][CH2:5][CH2:4][CH2:3][C@@H:2]1[C:7]([OH:9])=[O:8])=[O:11])([CH3:16])([CH3:15])[CH3:14]. The catalyst class is: 127. (2) Reactant: CO[C:3]([C:5]1([CH3:28])[CH2:17][C:16]2[C:15]3[C:10](=[CH:11][CH:12]=[C:13]([O:18][CH2:19][CH3:20])[CH:14]=3)[NH:9][C:8]=2[CH:7]([C:21]2[CH:26]=[CH:25][CH:24]=[C:23]([OH:27])[CH:22]=2)[NH:6]1)=[O:4].[C:29]1(=O)[N:33]([N:33]([CH3:29])[C:32](=[O:39])[O-])[C:32](=[O:39])CC1.C(OC(=O)C)C. Product: [CH2:19]([O:18][C:13]1[CH:14]=[C:15]2[C:10](=[CH:11][CH:12]=1)[NH:9][C:8]1[CH:7]([C:21]3[CH:26]=[CH:25][CH:24]=[C:23]([OH:27])[CH:22]=3)[N:6]3[C:32](=[O:39])[N:33]([CH3:29])[C:3](=[O:4])[C:5]3([CH3:28])[CH2:17][C:16]2=1)[CH3:20]. The catalyst class is: 47. (3) Product: [CH2:1]([O:8][C:9]1[C:14]([C:15]([O:17][CH2:18][C:19]2[CH:24]=[CH:23][CH:22]=[CH:21][CH:20]=2)=[O:16])=[C:13]([O:25][CH2:26][C:27]2[CH:32]=[CH:31][CH:30]=[CH:29][CH:28]=2)[N:12]=[C:11]([C:33]2[CH:34]=[C:35]3[C:39](=[CH:40][CH:41]=2)[N:38]([C:42]([O:44][C:45]([CH3:48])([CH3:47])[CH3:46])=[O:43])[C:37]([C:59]2[CH:60]=[CH:61][C:56]([C:54]#[N:55])=[CH:57][CH:58]=2)=[CH:36]3)[C:10]=1[CH2:52][CH3:53])[C:2]1[CH:7]=[CH:6][CH:5]=[CH:4][CH:3]=1. Reactant: [CH2:1]([O:8][C:9]1[C:14]([C:15]([O:17][CH2:18][C:19]2[CH:24]=[CH:23][CH:22]=[CH:21][CH:20]=2)=[O:16])=[C:13]([O:25][CH2:26][C:27]2[CH:32]=[CH:31][CH:30]=[CH:29][CH:28]=2)[N:12]=[C:11]([C:33]2[CH:34]=[C:35]3[C:39](=[CH:40][CH:41]=2)[N:38]([C:42]([O:44][C:45]([CH3:48])([CH3:47])[CH3:46])=[O:43])[C:37](B(O)O)=[CH:36]3)[C:10]=1[CH2:52][CH3:53])[C:2]1[CH:7]=[CH:6][CH:5]=[CH:4][CH:3]=1.[C:54]([C:56]1[CH:61]=[CH:60][C:59](I)=[CH:58][CH:57]=1)#[N:55].C([O-])([O-])=O.[Na+].[Na+].COCCOC. The catalyst class is: 6.